Dataset: Reaction yield outcomes from USPTO patents with 853,638 reactions. Task: Predict the reaction yield, written as a fraction of the theoretical maximum amount of product (1.0 means a 100% yield; for example, 0.34 means a 34% yield). (1) The reactants are C([Li])CCC.[C:6]([O:10][C:11]([N:13]1[C:21]2[C:16](=[N:17][CH:18]=[C:19](Br)[CH:20]=2)[C:15]([CH3:24])([CH3:23])[CH2:14]1)=[O:12])([CH3:9])([CH3:8])[CH3:7].CON(C)[C:28](=[O:32])[CH2:29][CH2:30][CH3:31]. The catalyst is C(OCC)C. The product is [C:6]([O:10][C:11]([N:13]1[C:21]2[C:16](=[N:17][CH:18]=[C:19]([C:28](=[O:32])[CH2:29][CH2:30][CH3:31])[CH:20]=2)[C:15]([CH3:24])([CH3:23])[CH2:14]1)=[O:12])([CH3:9])([CH3:8])[CH3:7]. The yield is 0.720. (2) The reactants are [CH3:1][N:2]([CH3:33])[C:3]1([C:27]2[CH:32]=[CH:31][CH:30]=[CH:29][CH:28]=2)[CH2:8][CH2:7][C:6](=[CH:9][C:10]([N:12]2[CH2:17][CH2:16][CH:15]([C:18]3[C:26]4[C:21](=[CH:22][CH:23]=[CH:24][CH:25]=4)[NH:20][CH:19]=3)[CH2:14][CH2:13]2)=[O:11])[CH2:5][CH2:4]1.[Cl:34][Si](C)(C)C. The catalyst is CC(CC)=O. The product is [ClH:34].[CH3:33][N:2]([CH3:1])[C:3]1([C:27]2[CH:28]=[CH:29][CH:30]=[CH:31][CH:32]=2)[CH2:8][CH2:7][C:6](=[CH:9][C:10]([N:12]2[CH2:17][CH2:16][CH:15]([C:18]3[C:26]4[C:21](=[CH:22][CH:23]=[CH:24][CH:25]=4)[NH:20][CH:19]=3)[CH2:14][CH2:13]2)=[O:11])[CH2:5][CH2:4]1. The yield is 0.650. (3) The product is [CH2:1]([C:3]1[CH:4]=[CH:5][C:6]([CH:9]([OH:17])[CH2:10][O:21][C:22]2[CH:29]=[CH:28][C:25]([CH:26]=[O:27])=[CH:24][CH:23]=2)=[N:7][CH:8]=1)[CH3:2]. The catalyst is C1(C)C=CC=CC=1.O.C(O)(C)(C)C. The reactants are [CH2:1]([C:3]1[CH:4]=[CH:5][C:6]([CH:9]=[CH2:10])=[N:7][CH:8]=1)[CH3:2].BrN1C(=[O:17])CCC1=O.[OH-].[Na+].[OH:21][C:22]1[CH:29]=[CH:28][C:25]([CH:26]=[O:27])=[CH:24][CH:23]=1. The yield is 0.830. (4) The reactants are COC([O:7][CH3:8])N(C)C.C[C:10]1[CH:17]=[CH:16][CH:15]=[C:14]([N+:18]([O-:20])=[O:19])[C:11]=1[C:12]#[N:13].P([O-])([O-])([O-])=O. The catalyst is CN(C=O)C.C1COCC1. The product is [CH:8]([C:10]1[CH:17]=[CH:16][CH:15]=[C:14]([N+:18]([O-:20])=[O:19])[C:11]=1[C:12]#[N:13])=[O:7]. The yield is 0.190. (5) The reactants are [NH:1]1[CH2:6][CH2:5][O:4][CH2:3][CH2:2]1.Cl[CH2:8][C:9]([NH:11][CH2:12][CH2:13][C:14]1[CH:19]=[C:18]([O:20][CH3:21])[C:17]([N+:22]([O-:24])=[O:23])=[CH:16][C:15]=1[Cl:25])=[O:10].C(=O)([O-])[O-].[K+].[K+].O. The catalyst is CC#N. The product is [Cl:25][C:15]1[CH:16]=[C:17]([N+:22]([O-:24])=[O:23])[C:18]([O:20][CH3:21])=[CH:19][C:14]=1[CH2:13][CH2:12][NH:11][C:9](=[O:10])[CH2:8][N:1]1[CH2:6][CH2:5][O:4][CH2:3][CH2:2]1. The yield is 0.620. (6) The reactants are [NH:1]1[CH2:6][CH2:5][CH:4]([C:7]2[CH:8]=[CH:9][C:10]3[O:19][CH2:18][CH2:17][C:16]4[N:12]([N:13]=[C:14]([C:20]5[N:21]([CH2:25][C:26]([F:29])([F:28])[F:27])[N:22]=[CH:23][N:24]=5)[CH:15]=4)[C:11]=3[CH:30]=2)[CH2:3][CH2:2]1.C(=O)([O-])[O-].[K+].[K+].Br[CH2:38][C:39]([NH2:41])=[O:40]. The catalyst is CN(C=O)C. The product is [F:28][C:26]([F:29])([F:27])[CH2:25][N:21]1[C:20]([C:14]2[CH:15]=[C:16]3[N:12]([C:11]4[CH:30]=[C:7]([CH:4]5[CH2:3][CH2:2][N:1]([CH2:38][C:39]([NH2:41])=[O:40])[CH2:6][CH2:5]5)[CH:8]=[CH:9][C:10]=4[O:19][CH2:18][CH2:17]3)[N:13]=2)=[N:24][CH:23]=[N:22]1. The yield is 0.540.